This data is from Full USPTO retrosynthesis dataset with 1.9M reactions from patents (1976-2016). The task is: Predict the reactants needed to synthesize the given product. (1) Given the product [CH3:16][O:12][CH:7]1[CH2:6][CH2:5][C:4]2[C:9](=[CH:10][CH:11]=[C:2]([Br:1])[CH:3]=2)[CH2:8]1, predict the reactants needed to synthesize it. The reactants are: [Br:1][C:2]1[CH:3]=[C:4]2[C:9](=[CH:10][CH:11]=1)[CH2:8][CH:7]([OH:12])[CH2:6][CH2:5]2.[OH-].[K+].I[CH3:16]. (2) Given the product [Br:1][C:2]1[C:7]2[O:10][CH2:9][N:15]([C:11]([CH3:14])([CH3:13])[CH3:12])[CH2:16][C:6]=2[CH:5]=[CH:4][CH:3]=1, predict the reactants needed to synthesize it. The reactants are: [Br:1][C:2]1[CH:7]=[CH:6][CH:5]=[CH:4][C:3]=1O.[CH2:9]=[O:10].[C:11]([NH2:15])([CH3:14])([CH3:13])[CH3:12].[CH:16](O)(C)C. (3) Given the product [OH:36][CH2:23][C:22]([CH3:25])([CH3:24])[CH2:21][CH2:20][CH2:19][S:16]([NH:15][C:5]1[C:4]([O:26][C:27]2[CH:32]=[CH:31][CH:30]=[CH:29][C:28]=2[O:33][CH3:34])=[C:3]([O:2][CH3:1])[N:8]=[C:7]([C:9]2[N:14]=[CH:13][CH:12]=[CH:11][N:10]=2)[N:6]=1)(=[O:17])=[O:18], predict the reactants needed to synthesize it. The reactants are: [CH3:1][O:2][C:3]1[N:8]=[C:7]([C:9]2[N:14]=[CH:13][CH:12]=[CH:11][N:10]=2)[N:6]=[C:5]([NH:15][S:16]([CH2:19][CH2:20][CH2:21][C:22]([CH3:25])([CH3:24])[CH3:23])(=[O:18])=[O:17])[C:4]=1[O:26][C:27]1[CH:32]=[CH:31][CH:30]=[CH:29][C:28]=1[O:33][CH3:34].C[OH:36]. (4) The reactants are: [CH3:1][O:2][C:3](=[O:14])[CH2:4][O:5][C:6]1[CH:11]=[CH:10][C:9]([F:12])=[C:8]([NH2:13])[CH:7]=1.C([O:17][C:18](=O)[CH:19]([CH2:24][C:25]1[CH:30]=[CH:29][C:28]([Cl:31])=[CH:27][CH:26]=1)[C:20](=O)[CH2:21][CH3:22])C. Given the product [CH3:1][O:2][C:3](=[O:14])[CH2:4][O:5][C:6]1[CH:11]=[CH:10][C:9]([F:12])=[C:8]2[C:7]=1[C:18](=[O:17])[C:19]([CH2:24][C:25]1[CH:26]=[CH:27][C:28]([Cl:31])=[CH:29][CH:30]=1)=[C:20]([CH2:21][CH3:22])[NH:13]2, predict the reactants needed to synthesize it.